From a dataset of Forward reaction prediction with 1.9M reactions from USPTO patents (1976-2016). Predict the product of the given reaction. (1) Given the reactants [NH2:1][C:2]1[N:6]([C:7]2[CH:12]=[CH:11][C:10]([F:13])=[CH:9][CH:8]=2)[N:5]=[CH:4][C:3]=1[C:14]([NH:16][CH2:17][C@:18]([OH:25])([CH2:23][OH:24])[C:19]([F:22])([F:21])[F:20])=[O:15].N1C=CC=CC=1.[C:32]1([CH3:42])[CH:37]=[CH:36][C:35]([S:38](Cl)(=[O:40])=[O:39])=[CH:34][CH:33]=1, predict the reaction product. The product is: [CH3:42][C:32]1[CH:37]=[CH:36][C:35]([S:38]([O:24][CH2:23][C@:18]([CH2:17][NH:16][C:14]([C:3]2[CH:4]=[N:5][N:6]([C:7]3[CH:8]=[CH:9][C:10]([F:13])=[CH:11][CH:12]=3)[C:2]=2[NH2:1])=[O:15])([OH:25])[C:19]([F:22])([F:21])[F:20])(=[O:40])=[O:39])=[CH:34][CH:33]=1. (2) Given the reactants [CH:1]1([O:6][C:7]2[N:15]=[C:14]3[C:10]([N:11]=[CH:12][N:13]3[C@@H:16]3[O:22][C@H:21]([CH3:23])[C@@H:19]([OH:20])[C@H:17]3[OH:18])=[C:9]([NH2:24])[N:8]=2)[CH2:5][CH2:4][CH2:3][CH2:2]1.N1C=CN=C1.[CH:30]([Si:33](Cl)([CH:37]([CH3:39])[CH3:38])[CH:34]([CH3:36])[CH3:35])([CH3:32])[CH3:31], predict the reaction product. The product is: [CH:1]1([O:6][C:7]2[N:15]=[C:14]3[C:10]([N:11]=[CH:12][N:13]3[C@@H:16]3[O:22][C@H:21]([CH3:23])[C@@H:19]([OH:20])[C@H:17]3[O:18][Si:33]([CH:37]([CH3:39])[CH3:38])([CH:34]([CH3:36])[CH3:35])[CH:30]([CH3:32])[CH3:31])=[C:9]([NH2:24])[N:8]=2)[CH2:2][CH2:3][CH2:4][CH2:5]1.[CH:1]1([O:6][C:7]2[N:15]=[C:14]3[C:10]([N:11]=[CH:12][N:13]3[C@@H:16]3[O:22][C@H:21]([CH3:23])[C@@H:19]([O:20][Si:33]([CH:37]([CH3:39])[CH3:38])([CH:34]([CH3:36])[CH3:35])[CH:30]([CH3:32])[CH3:31])[C@H:17]3[OH:18])=[C:9]([NH2:24])[N:8]=2)[CH2:2][CH2:3][CH2:4][CH2:5]1. (3) Given the reactants [C:1]([N:5]([CH3:34])[C:6]([C:8]1[N:9]=[C:10]([C:27]2[CH2:28][CH2:29][N:30]([CH3:33])[CH2:31][CH:32]=2)[N:11]2[C:20]3[C:15](=[CH:16][C:17]([O:25][CH3:26])=[C:18]([CH2:21][CH:22]([CH3:24])[CH3:23])[CH:19]=3)[CH2:14][CH2:13][C:12]=12)=[O:7])([CH3:4])([CH3:3])[CH3:2], predict the reaction product. The product is: [C:1]([N:5]([CH3:34])[C:6]([C:8]1[N:9]=[C:10]([CH:27]2[CH2:28][CH2:29][N:30]([CH3:33])[CH2:31][CH2:32]2)[N:11]2[C:20]3[C:15](=[CH:16][C:17]([O:25][CH3:26])=[C:18]([CH2:21][CH:22]([CH3:24])[CH3:23])[CH:19]=3)[CH2:14][CH2:13][C:12]=12)=[O:7])([CH3:4])([CH3:2])[CH3:3]. (4) Given the reactants C([Si](C)(C)[O:6][CH:7]([CH2:25][CH3:26])[C:8]([N:10]1[CH2:15][CH2:14][C:13]2[N:16]=[C:17]([C:19]3[CH:24]=[CH:23][CH:22]=[CH:21][CH:20]=3)[O:18][C:12]=2[CH2:11]1)=[S:9])(C)(C)C.C(O)(C(F)(F)F)=O, predict the reaction product. The product is: [OH:6][CH:7]([CH2:25][CH3:26])[C:8]([N:10]1[CH2:15][CH2:14][C:13]2[N:16]=[C:17]([C:19]3[CH:24]=[CH:23][CH:22]=[CH:21][CH:20]=3)[O:18][C:12]=2[CH2:11]1)=[S:9]. (5) Given the reactants C(P1(=O)OP(CCC)(=O)OP(CCC)(=O)O1)CC.CCOC(C)=O.[CH3:25][C:26]1[N:27]=[N:28][N:29]([CH2:31][C:32]2[CH:37]=[C:36]([C:38]([F:41])([F:40])[F:39])[CH:35]=[CH:34][C:33]=2/[CH:42]=[CH:43]/[C:44](O)=[O:45])[N:30]=1.[N:47]1([C:53]([O:55][C:56]([CH3:59])([CH3:58])[CH3:57])=[O:54])[CH2:52][CH2:51][NH:50][CH2:49][CH2:48]1.C(N(CC)CC)C.C(=O)(O)[O-].[Na+], predict the reaction product. The product is: [CH3:25][C:26]1[N:27]=[N:28][N:29]([CH2:31][C:32]2[CH:37]=[C:36]([C:38]([F:40])([F:39])[F:41])[CH:35]=[CH:34][C:33]=2/[CH:42]=[CH:43]/[C:44]([N:50]2[CH2:51][CH2:52][N:47]([C:53]([O:55][C:56]([CH3:59])([CH3:58])[CH3:57])=[O:54])[CH2:48][CH2:49]2)=[O:45])[N:30]=1.